The task is: Predict the reactants needed to synthesize the given product.. This data is from Full USPTO retrosynthesis dataset with 1.9M reactions from patents (1976-2016). (1) The reactants are: [N+:1]([C:4]1[CH:27]=[CH:26][C:7]2[S:8][C:9]([C:11]3[CH:16]=[CH:15][N:14]=[C:13]([NH:17][CH2:18][CH2:19][N:20]4[CH2:24][CH2:23][NH:22][C:21]4=[O:25])[N:12]=3)=[CH:10][C:6]=2[CH:5]=1)([O-])=O. Given the product [NH2:1][C:4]1[CH:27]=[CH:26][C:7]2[S:8][C:9]([C:11]3[CH:16]=[CH:15][N:14]=[C:13]([NH:17][CH2:18][CH2:19][N:20]4[CH2:24][CH2:23][NH:22][C:21]4=[O:25])[N:12]=3)=[CH:10][C:6]=2[CH:5]=1, predict the reactants needed to synthesize it. (2) Given the product [NH2:31][C@@H:35]1[CH2:39][CH2:38][N:37]([S:40]([C:43]2[C:44]([NH2:50])=[N:45][CH:46]=[C:47]([C:21]3[CH:22]=[CH:23][C:17]4[O:16][CH2:15][CH2:14][N:13]([C:7]5[C:6]6[CH2:5][CH2:4][C@H:3]([CH2:1][CH3:2])[CH2:12][C:11]=6[N:10]=[CH:9][N:8]=5)[CH2:19][C:18]=4[CH:20]=3)[CH:48]=2)(=[O:41])=[O:42])[CH2:36]1, predict the reactants needed to synthesize it. The reactants are: [CH2:1]([C@@H:3]1[CH2:12][C:11]2[N:10]=[CH:9][N:8]=[C:7]([N:13]3[CH2:19][C:18]4[CH:20]=[C:21](B(O)O)[CH:22]=[CH:23][C:17]=4[O:16][CH2:15][CH2:14]3)[C:6]=2[CH2:5][CH2:4]1)[CH3:2].CC([N:31]([C@@H:35]1[CH2:39][CH2:38][N:37]([S:40]([C:43]2[C:44]([NH2:50])=[N:45][CH:46]=[C:47](Br)[CH:48]=2)(=[O:42])=[O:41])[CH2:36]1)C(=O)[O-])(C)C. (3) Given the product [Br:1][C:2]1[CH:3]=[C:4]([CH2:8][OH:9])[CH:5]=[N:6][CH:7]=1, predict the reactants needed to synthesize it. The reactants are: [Br:1][C:2]1[CH:3]=[C:4]([CH:8]=[O:9])[CH:5]=[N:6][CH:7]=1.[BH4-].[Na+]. (4) Given the product [CH3:12][O:11][C:10](=[O:13])[NH:9][CH2:8][C:5]1[CH:6]=[CH:7][C:2]([B:18]2[O:19][C:20]([CH3:22])([CH3:21])[C:16]([CH3:32])([CH3:15])[O:17]2)=[CH:3][C:4]=1[F:14], predict the reactants needed to synthesize it. The reactants are: Br[C:2]1[CH:7]=[CH:6][C:5]([CH2:8][NH:9][C:10](=[O:13])[O:11][CH3:12])=[C:4]([F:14])[CH:3]=1.[CH3:15][C:16]1([CH3:32])[C:20]([CH3:22])([CH3:21])[O:19][B:18]([B:18]2[O:19][C:20]([CH3:22])([CH3:21])[C:16]([CH3:32])([CH3:15])[O:17]2)[O:17]1.ClCCl.C([O-])(=O)C.[K+]. (5) Given the product [CH3:1][CH:2]1[N:7]([CH2:8][C:9]([F:12])([F:10])[F:11])[C:6](=[O:13])[CH2:5][CH2:4][CH:3]1[C:14]1[CH:19]=[C:18]([F:20])[CH:17]=[C:16]([F:21])[C:15]=1[F:22], predict the reactants needed to synthesize it. The reactants are: [CH3:1][C:2]1[N:7]([CH2:8][C:9]([F:12])([F:11])[F:10])[C:6](=[O:13])[CH:5]=[CH:4][C:3]=1[C:14]1[CH:19]=[C:18]([F:20])[CH:17]=[C:16]([F:21])[C:15]=1[F:22]. (6) Given the product [CH3:17][C:13]1[CH:14]=[CH:15][CH:16]=[C:11]([CH:1]2[C:10]3[C:5](=[CH:6][CH:7]=[CH:8][CH:9]=3)[CH2:4][CH2:3][NH:2]2)[C:12]=1[C:18]1[CH:19]=[C:20]2[C:25](=[CH:26][CH:27]=1)[N:24]=[C:23]([NH2:28])[C:22]([N:29]1[CH2:34][CH2:33][O:32][CH2:31][CH2:30]1)=[CH:21]2, predict the reactants needed to synthesize it. The reactants are: [C:1]1([C:11]2[CH:16]=[CH:15][CH:14]=[C:13]([CH3:17])[C:12]=2[C:18]2[CH:19]=[C:20]3[C:25](=[CH:26][CH:27]=2)[N:24]=[C:23]([NH2:28])[C:22]([N:29]2[CH2:34][CH2:33][O:32][CH2:31][CH2:30]2)=[CH:21]3)[C:10]2[C:5](=[CH:6][CH:7]=[CH:8][CH:9]=2)[CH2:4][CH2:3][N:2]=1.[BH4-].[Na+].Cl. (7) Given the product [CH2:1]1[C:3]2([CH2:7][CH2:6][C@H:5]([CH2:8][O:9][C:10]3[CH:19]=[C:18]4[C:13]([C:14]([O:20][C:21]5[CH:26]=[CH:25][C:24]([N:27]([C:46]6[CH:55]=[CH:54][CH:49]=[CH:48][CH:47]=6)[C:28]([C:30]6([C:31]([NH2:32])=[O:43])[CH2:35][CH2:34]6)=[O:29])=[CH:23][C:22]=5[F:44])=[CH:15][CH:16]=[N:17]4)=[CH:12][CH:11]=3)[O:4]2)[CH2:2]1, predict the reactants needed to synthesize it. The reactants are: [CH2:1]1[C:3]2([CH2:7][CH2:6][C@H:5]([CH2:8][O:9][C:10]3[CH:19]=[C:18]4[C:13]([C:14]([O:20][C:21]5[CH:26]=[CH:25][C:24]([NH:27][C:28]([C:30]6[C:31](=[O:43])[N:32](C7C=CC=CC=7)N(C)[C:34]=6[CH3:35])=[O:29])=[CH:23][C:22]=5[F:44])=[CH:15][CH:16]=[N:17]4)=[CH:12][CH:11]=3)[O:4]2)[CH2:2]1.O[C:46]1[CH:55]=[C:54]2[C:49](C(O[C:46]3[CH:55]=[CH:54][C:49](N([C:46]4[CH:55]=[CH:54][CH:49]=[CH:48][CH:47]=4)C(C4(C(N)=O)CC4)=O)=[CH:48][C:47]=3F)=CC=N2)=[CH:48][CH:47]=1.C(=O)([O-])[O-].[Cs+].[Cs+]. (8) Given the product [Cl:1][CH2:2][CH:3]([C:5]1[CH:10]=[CH:9][CH:8]=[CH:7][C:6]=1[O:11][CH3:12])[OH:4], predict the reactants needed to synthesize it. The reactants are: [Cl:1][CH2:2][C:3]([C:5]1[CH:10]=[CH:9][CH:8]=[CH:7][C:6]=1[O:11][CH3:12])=[O:4].C(O)=O.C(N(CC)CC)C.Cl. (9) The reactants are: [N:1]1[CH:6]=[CH:5][CH:4]=[C:3]([CH2:7][CH2:8][C:9]([NH2:11])=[O:10])[CH:2]=1.[CH3:12][C:13]([CH:16]=O)([CH3:15])[CH3:14].[NH:18]1[C:22]2[CH:23]=[CH:24][CH:25]=[CH:26][C:21]=2[N:20]=[N:19]1.C1(C)C=CC(S(O)(=O)=O)=CC=1. Given the product [N:18]1([CH:16]([NH:11][C:9](=[O:10])[CH2:8][CH2:7][C:3]2[CH:2]=[N:1][CH:6]=[CH:5][CH:4]=2)[C:13]([CH3:14])([CH3:15])[CH3:12])[C:22]2[CH:23]=[CH:24][CH:25]=[CH:26][C:21]=2[N:20]=[N:19]1, predict the reactants needed to synthesize it. (10) Given the product [O:7]=[C:3]1[N:2]([NH:1][C:17](=[O:18])[CH2:16][CH2:15][CH2:14][C:8]2[CH:13]=[CH:12][CH:11]=[CH:10][CH:9]=2)[CH2:6][CH2:5][O:4]1, predict the reactants needed to synthesize it. The reactants are: [NH2:1][N:2]1[CH2:6][CH2:5][O:4][C:3]1=[O:7].[C:8]1([CH2:14][CH2:15][CH2:16][C:17](Cl)=[O:18])[CH:13]=[CH:12][CH:11]=[CH:10][CH:9]=1.